From a dataset of Full USPTO retrosynthesis dataset with 1.9M reactions from patents (1976-2016). Predict the reactants needed to synthesize the given product. Given the product [N:18]1[CH:23]=[CH:22][CH:21]=[C:20]([C:7]2[CH:12]=[C:11]([C:13]([F:16])([F:15])[F:14])[CH:10]=[CH:9][C:8]=2[OH:17])[CH:19]=1, predict the reactants needed to synthesize it. The reactants are: [Br-].B(O)O.O.Br[C:7]1[CH:12]=[C:11]([C:13]([F:16])([F:15])[F:14])[CH:10]=[CH:9][C:8]=1[OH:17].[N:18]1[CH:23]=[CH:22][CH:21]=[C:20](B(O)O)[CH:19]=1.